This data is from Forward reaction prediction with 1.9M reactions from USPTO patents (1976-2016). The task is: Predict the product of the given reaction. (1) The product is: [ClH:23].[NH:8]1[CH2:9][CH2:10][CH:11]([CH2:14][C:15]2[CH:16]=[CH:17][C:18]([C:19]#[N:20])=[CH:21][CH:22]=2)[CH2:12][CH2:13]1. Given the reactants C([N:8]1[CH2:13][CH2:12][CH:11]([CH2:14][C:15]2[CH:22]=[CH:21][C:18]([C:19]#[N:20])=[CH:17][CH:16]=2)[CH2:10][CH2:9]1)C1C=CC=CC=1.[Cl:23]C(Cl)C.ClC(OC(Cl)=O)C, predict the reaction product. (2) Given the reactants Cl.[F:2][C:3]1[CH:8]=[C:7]([F:9])[CH:6]=[CH:5][C:4]=1[N:10]1[CH:14]([C:15]2[S:16][C:17]([N:20]3[CH2:25][CH2:24][NH:23][CH2:22][CH2:21]3)=[CH:18][CH:19]=2)[CH2:13][C:12]([C:26]([F:32])([F:31])[C:27]([F:30])([F:29])[F:28])=[N:11]1.C(N(CC)CC)C.[CH3:40][S:41](Cl)(=[O:43])=[O:42], predict the reaction product. The product is: [F:2][C:3]1[CH:8]=[C:7]([F:9])[CH:6]=[CH:5][C:4]=1[N:10]1[CH:14]([C:15]2[S:16][C:17]([N:20]3[CH2:25][CH2:24][N:23]([S:41]([CH3:40])(=[O:43])=[O:42])[CH2:22][CH2:21]3)=[CH:18][CH:19]=2)[CH2:13][C:12]([C:26]([F:32])([F:31])[C:27]([F:28])([F:29])[F:30])=[N:11]1.